This data is from Full USPTO retrosynthesis dataset with 1.9M reactions from patents (1976-2016). The task is: Predict the reactants needed to synthesize the given product. (1) The reactants are: C[O:2][C:3](=[O:28])[CH2:4][C:5]1[C:9]2[C:10]([CH3:27])=[CH:11][C:12]([O:15][CH2:16][C:17]3[N:21]([CH3:22])[N:20]=[C:19]([C:23]([F:26])([F:25])[F:24])[CH:18]=3)=[C:13]([F:14])[C:8]=2[S:7][CH:6]=1.C1COCC1.[OH-].[Na+].Cl. Given the product [F:14][C:13]1[C:8]2[S:7][CH:6]=[C:5]([CH2:4][C:3]([OH:28])=[O:2])[C:9]=2[C:10]([CH3:27])=[CH:11][C:12]=1[O:15][CH2:16][C:17]1[N:21]([CH3:22])[N:20]=[C:19]([C:23]([F:26])([F:25])[F:24])[CH:18]=1, predict the reactants needed to synthesize it. (2) Given the product [O:11]=[C:9]([CH2:2][C:3](=[O:7])[CH2:4][CH2:5][CH3:6])[C:8]([O:15][CH2:16][CH3:17])=[O:14], predict the reactants needed to synthesize it. The reactants are: [Na].[CH3:2][C:3](=[O:7])[CH2:4][CH2:5][CH3:6].[C:8]([O:15][CH2:16][CH3:17])(=[O:14])[C:9]([O:11]CC)=O. (3) Given the product [Cl:22][C:23]1[CH:28]=[CH:27][CH:26]=[C:25]([Cl:29])[C:24]=1[CH:30]1[C:31]([C:32]([O:34][CH3:35])=[O:33])=[C:36]([CH2:37][CH2:38][C:39]2[S:40][CH:41]=[CH:42][N:43]=2)[NH:10][C:11]([CH2:17][C:18]([O:20][CH3:21])=[O:19])=[C:12]1[C:13]([O:15][CH3:16])=[O:14], predict the reactants needed to synthesize it. The reactants are: CC(O)(C)C.CC[Mg+].[Br-].[NH2:10][C:11]([CH2:17][C:18]([O:20][CH3:21])=[O:19])=[CH:12][C:13]([O:15][CH3:16])=[O:14].[Cl:22][C:23]1[CH:28]=[CH:27][CH:26]=[C:25]([Cl:29])[C:24]=1[CH:30]=[C:31]([C:36](=O)[CH2:37][CH2:38][C:39]1[S:40][CH:41]=[CH:42][N:43]=1)[C:32]([O:34][CH3:35])=[O:33].C(O)(=O)C. (4) Given the product [C:1]([O:4][C@@H:5]([C@H:16]1[C@H:21]([NH:22][C:23](=[O:25])[CH3:24])[C@@H:20]([NH:26][C:41]([NH:40][C:38]([O:37][C:33]([CH3:36])([CH3:35])[CH3:34])=[O:39])=[N:47][C:48]([O:49][C:50]([CH3:53])([CH3:52])[CH3:51])=[O:54])[CH:19]=[C:18]([C:29]([O:31][CH3:32])=[O:30])[O:17]1)[C@H:6]([O:12][C:13](=[O:15])[CH3:14])[CH2:7][O:8][C:9](=[O:11])[CH3:10])(=[O:3])[CH3:2], predict the reactants needed to synthesize it. The reactants are: [C:1]([O:4][C@@H:5]([C@H:16]1[C@H:21]([NH:22][C:23](=[O:25])[CH3:24])[C@@H:20]([N:26]=[N+]=[N-])[CH:19]=[C:18]([C:29]([O:31][CH3:32])=[O:30])[O:17]1)[C@H:6]([O:12][C:13](=[O:15])[CH3:14])[CH2:7][O:8][C:9](=[O:11])[CH3:10])(=[O:3])[CH3:2].[C:33]([O:37][C:38]([NH:40][C:41](=[N:47][C:48](=[O:54])[O:49][C:50]([CH3:53])([CH3:52])[CH3:51])N1C=CC=N1)=[O:39])([CH3:36])([CH3:35])[CH3:34]. (5) Given the product [NH2:1][C:2]1[C:22]([Cl:23])=[CH:21][C:5]([C:6]([NH:8][C@H:9]2[CH2:14][CH2:13][N:12]([CH2:15][CH2:16][C:17]([NH2:18])=[N:27][OH:28])[CH2:11][C@H:10]2[O:19][CH3:20])=[O:7])=[C:4]([O:32][CH3:29])[CH:3]=1, predict the reactants needed to synthesize it. The reactants are: [NH2:1][C:2]1[C:22]([Cl:23])=[CH:21][C:5]([C:6]([NH:8][C@H:9]2[CH2:14][CH2:13][N:12]([CH2:15][CH2:16][C:17]#[N:18])[CH2:11][C@H:10]2[O:19][CH3:20])=[O:7])=[C:4](OC)[CH:3]=1.Cl.[NH2:27][OH:28].[C:29](=[O:32])(O)[O-].[Na+]. (6) Given the product [Cl:13][C:14]1[C:15]([C:31]#[N:32])=[C:16]([CH:28]=[CH:29][CH:30]=1)[O:17][C:18]1[CH:19]=[CH:20][C:21]([S:24]([NH:1][C:2]2[S:3][CH:4]=[C:5]([CH2:7][C:8]([O:10][CH2:11][CH3:12])=[O:9])[N:6]=2)(=[O:25])=[O:26])=[CH:22][CH:23]=1, predict the reactants needed to synthesize it. The reactants are: [NH2:1][C:2]1[S:3][CH:4]=[C:5]([CH2:7][C:8]([O:10][CH2:11][CH3:12])=[O:9])[N:6]=1.[Cl:13][C:14]1[C:15]([C:31]#[N:32])=[C:16]([CH:28]=[CH:29][CH:30]=1)[O:17][C:18]1[CH:23]=[CH:22][C:21]([S:24](Cl)(=[O:26])=[O:25])=[CH:20][CH:19]=1.